This data is from Catalyst prediction with 721,799 reactions and 888 catalyst types from USPTO. The task is: Predict which catalyst facilitates the given reaction. (1) Reactant: [CH:1]1([C:4]2[N:8]=[C:7]([C:9]3[C:10]4[CH2:29][CH2:28][CH2:27][CH2:26][CH2:25][C:11]=4[S:12][C:13]=3[NH:14][C:15](C3CCCC=3C(O)=O)=[O:16])[O:6][N:5]=2)[CH2:3][CH2:2]1.ClC(OC1C=CC=CC=1)=O.[NH:40]1[CH2:47][CH2:46][CH2:45][C@H:41]1[C:42]([OH:44])=[O:43].C([O-])([O-])=O.[K+].[K+].Cl. Product: [CH:1]1([C:4]2[N:8]=[C:7]([C:9]3[C:10]4[CH2:29][CH2:28][CH2:27][CH2:26][CH2:25][C:11]=4[S:12][C:13]=3[NH:14][C:15]([N:40]3[CH2:47][CH2:46][CH2:45][C@H:41]3[C:42]([OH:44])=[O:43])=[O:16])[O:6][N:5]=2)[CH2:2][CH2:3]1. The catalyst class is: 387. (2) The catalyst class is: 3. Reactant: Cl.[CH2:2]([NH:10][C:11](=[O:32])[CH2:12][CH2:13][C@H:14]([OH:31])[C@@H:15]([NH:23][C:24](=[O:30])[C@@H:25]([NH2:29])[CH:26]([CH3:28])[CH3:27])[CH2:16][C:17]1[CH:22]=[CH:21][CH:20]=[CH:19][CH:18]=1)[CH2:3][C:4]1[CH:9]=[CH:8][CH:7]=[CH:6][CH:5]=1.[CH3:33][O:34][C:35]1[CH:40]=[CH:39][C:38]([O:41][C:42]([F:45])([F:44])[F:43])=[CH:37][C:36]=1[CH2:46][C:47](O)=[O:48].C(N(C(C)C)C(C)C)C.CN(C(ON1N=NC2C=CC=NC1=2)=[N+](C)C)C.F[P-](F)(F)(F)(F)F.C(=O)([O-])O.[Na+]. Product: [CH2:2]([NH:10][C:11](=[O:32])[CH2:12][CH2:13][C@H:14]([OH:31])[C@@H:15]([NH:23][C:24](=[O:30])[C@@H:25]([NH:29][C:47](=[O:48])[CH2:46][C:36]1[CH:37]=[C:38]([O:41][C:42]([F:43])([F:45])[F:44])[CH:39]=[CH:40][C:35]=1[O:34][CH3:33])[CH:26]([CH3:28])[CH3:27])[CH2:16][C:17]1[CH:18]=[CH:19][CH:20]=[CH:21][CH:22]=1)[CH2:3][C:4]1[CH:5]=[CH:6][CH:7]=[CH:8][CH:9]=1. (3) Reactant: C(=O)([O-])[O-].[K+].[K+].[OH:7][C:8]1[CH:9]=[C:10]([CH:20]=[C:21]([O:23][C@@H:24]([CH3:28])[CH2:25][O:26][CH3:27])[CH:22]=1)[C:11]([NH:13][C:14]1[CH:18]=[CH:17][N:16]([CH3:19])[N:15]=1)=[O:12].[N:29]1([C:33]([C:35]2[CH:36]=[CH:37][C:38](Cl)=[N:39][CH:40]=2)=[O:34])[CH2:32][CH2:31][CH2:30]1. Product: [N:29]1([C:33]([C:35]2[CH:36]=[CH:37][C:38]([O:7][C:8]3[CH:9]=[C:10]([CH:20]=[C:21]([O:23][C@@H:24]([CH3:28])[CH2:25][O:26][CH3:27])[CH:22]=3)[C:11]([NH:13][C:14]3[CH:18]=[CH:17][N:16]([CH3:19])[N:15]=3)=[O:12])=[N:39][CH:40]=2)=[O:34])[CH2:32][CH2:31][CH2:30]1. The catalyst class is: 10. (4) Reactant: [CH2:1]([O:8][C:9]1[CH:14]=[CH:13][C:12]([CH2:15][C@H:16]([NH:20][C:21](=[O:27])[O:22][C:23]([CH3:26])([CH3:25])[CH3:24])[C:17](=[S:19])[NH2:18])=[CH:11][CH:10]=1)[C:2]1[CH:7]=[CH:6][CH:5]=[CH:4][CH:3]=1.[CH2:28](OC(OCC)CBr)[CH3:29]. Product: [CH2:1]([O:8][C:9]1[CH:14]=[CH:13][C:12]([CH2:15][C@H:16]([NH:20][C:21](=[O:27])[O:22][C:23]([CH3:24])([CH3:26])[CH3:25])[C:17]2[S:19][CH:28]=[CH:29][N:18]=2)=[CH:11][CH:10]=1)[C:2]1[CH:3]=[CH:4][CH:5]=[CH:6][CH:7]=1. The catalyst class is: 21.